From a dataset of Peptide-MHC class II binding affinity with 134,281 pairs from IEDB. Regression. Given a peptide amino acid sequence and an MHC pseudo amino acid sequence, predict their binding affinity value. This is MHC class II binding data. (1) The peptide sequence is ASIAARGYISTRVGM. The MHC is DRB1_0301 with pseudo-sequence DRB1_0301. The binding affinity (normalized) is 0.131. (2) The peptide sequence is TGHGTVVMQVKVPKG. The MHC is DRB1_0101 with pseudo-sequence DRB1_0101. The binding affinity (normalized) is 0. (3) The peptide sequence is AVWGKNSCAKNYNCK. The MHC is HLA-DQA10301-DQB10302 with pseudo-sequence HLA-DQA10301-DQB10302. The binding affinity (normalized) is 0.